This data is from Forward reaction prediction with 1.9M reactions from USPTO patents (1976-2016). The task is: Predict the product of the given reaction. (1) Given the reactants C([Sn](CCCC)(CCCC)[C:6]1[N:11]=[CH:10][CH:9]=[CH:8][N:7]=1)CCC.C([Li])CCC.[F:25][C:26]1[CH:31]=[CH:30][C:29]([N:32]2[C:36]3[CH:37]=[C:38]4[C@:43]([CH:45]=[O:46])([CH2:44][C:35]=3[CH:34]=[N:33]2)[CH2:42][N:41]([S:47]([C:50]2[CH:51]=[C:52]([CH3:56])[CH:53]=[CH:54][CH:55]=2)(=[O:49])=[O:48])[CH2:40][CH2:39]4)=[CH:28][CH:27]=1.O, predict the reaction product. The product is: [F:25][C:26]1[CH:31]=[CH:30][C:29]([N:32]2[C:36]3[CH:37]=[C:38]4[C:43]([C@H:45]([C:6]5[N:7]=[CH:8][CH:9]=[CH:10][N:11]=5)[OH:46])([CH2:44][C:35]=3[CH:34]=[N:33]2)[CH2:42][N:41]([S:47]([C:50]2[CH:51]=[C:52]([CH3:56])[CH:53]=[CH:54][CH:55]=2)(=[O:49])=[O:48])[CH2:40][CH2:39]4)=[CH:28][CH:27]=1. (2) The product is: [Br:8][C:5]1[CH:6]=[CH:7][C:2]([CH:14]=[O:15])=[C:3]([F:10])[C:4]=1[F:9]. Given the reactants Br[C:2]1[CH:7]=[CH:6][C:5]([Br:8])=[C:4]([F:9])[C:3]=1[F:10].CN([CH:14]=[O:15])C.OS(O)(=O)=O.[Na+].[Cl-], predict the reaction product.